This data is from Reaction yield outcomes from USPTO patents with 853,638 reactions. The task is: Predict the reaction yield, written as a fraction of the theoretical maximum amount of product (1.0 means a 100% yield; for example, 0.34 means a 34% yield). (1) The reactants are [Si:1]([O:18][CH2:19][CH2:20][O:21][C:22]1[CH:27]=[CH:26][C:25](/[CH:28]=[CH:29]/[C:30]([O:32][CH2:33][CH3:34])=[O:31])=[C:24]([O:35][C:36]2[C:41]([Cl:42])=[CH:40][C:39]([C:43]([F:46])([F:45])[F:44])=[CH:38][N:37]=2)[CH:23]=1)([C:14]([CH3:17])([CH3:16])[CH3:15])([C:8]1[CH:13]=[CH:12][CH:11]=[CH:10][CH:9]=1)[C:2]1[CH:7]=[CH:6][CH:5]=[CH:4][CH:3]=1. The catalyst is C(O)C.[C].[Pd]. The product is [Si:1]([O:18][CH2:19][CH2:20][O:21][C:22]1[CH:27]=[CH:26][C:25]([CH2:28][CH2:29][C:30]([O:32][CH2:33][CH3:34])=[O:31])=[C:24]([O:35][C:36]2[C:41]([Cl:42])=[CH:40][C:39]([C:43]([F:46])([F:45])[F:44])=[CH:38][N:37]=2)[CH:23]=1)([C:14]([CH3:16])([CH3:15])[CH3:17])([C:8]1[CH:9]=[CH:10][CH:11]=[CH:12][CH:13]=1)[C:2]1[CH:7]=[CH:6][CH:5]=[CH:4][CH:3]=1. The yield is 0.740. (2) The product is [C:29]1([CH:7]([C:1]2[CH:6]=[CH:5][CH:4]=[CH:3][CH:2]=2)[N:8]2[C:16]3[C:11](=[CH:12][CH:13]=[CH:14][CH:15]=3)[CH:10]([C:18]3[CH:23]=[C:22]([O:24][CH3:25])[C:21]([F:26])=[CH:20][C:19]=3[OH:27])[C:9]2=[O:28])[CH:30]=[CH:31][CH:32]=[CH:33][CH:34]=1. The reactants are [C:1]1([CH:7]([C:29]2[CH:34]=[CH:33][CH:32]=[CH:31][CH:30]=2)[N:8]2[C:16]3[C:11](=[CH:12][CH:13]=[CH:14][CH:15]=3)[C:10]([C:18]3[CH:23]=[C:22]([O:24][CH3:25])[C:21]([F:26])=[CH:20][C:19]=3[OH:27])(O)[C:9]2=[O:28])[CH:6]=[CH:5][CH:4]=[CH:3][CH:2]=1.C(N(CC)CC)C.S(Cl)(Cl)=O.C(O)(=O)C. The yield is 0.170. The catalyst is ClC(Cl)C.[Zn]. (3) The reactants are [Br:1][C:2]1[CH:7]=[CH:6][C:5]([C:8]([F:11])([F:10])[F:9])=[CH:4][C:3]=1F.[NH:13]1[CH2:18][CH2:17][NH:16][CH2:15][CH2:14]1. The catalyst is CN(C)C(=O)C. The product is [Br:1][C:2]1[CH:7]=[CH:6][C:5]([C:8]([F:11])([F:10])[F:9])=[CH:4][C:3]=1[N:13]1[CH2:18][CH2:17][NH:16][CH2:15][CH2:14]1. The yield is 0.370. (4) The reactants are Br[C:2]1[C:14](=[O:15])[N:13]([CH2:16][CH3:17])[C:5]2[N:6]=[C:7]([S:11][CH3:12])[N:8]=[C:9]([CH3:10])[C:4]=2[CH:3]=1.[NH:18]1[C:22](B(O)O)=[CH:21][CH:20]=[N:19]1.C(Cl)Cl.C(N(CC)CC)C. The catalyst is COCCOC.O. The product is [CH2:16]([N:13]1[C:5]2[N:6]=[C:7]([S:11][CH3:12])[N:8]=[C:9]([CH3:10])[C:4]=2[CH:3]=[C:2]([C:20]2[NH:19][N:18]=[CH:22][CH:21]=2)[C:14]1=[O:15])[CH3:17]. The yield is 0.770. (5) The reactants are C([O:4][C:5]1[CH:13]=[C:12]([Cl:14])[CH:11]=[C:10]2[C:6]=1[CH2:7][CH2:8][CH2:9]2)C=C.[CH2:15](OC1C2CCCC=2C=CC=1CC=C)[C:16]1C=CC=C[CH:17]=1. The catalyst is C1(C)C=C(C)C=C(C)C=1. The product is [CH2:17]([C:13]1[C:12]([Cl:14])=[CH:11][C:10]2[CH2:9][CH2:8][CH2:7][C:6]=2[C:5]=1[OH:4])[CH:16]=[CH2:15]. The yield is 0.560. (6) The reactants are [CH3:1][NH2:2].[N+:3]([C:6]1[CH:7]=[C:8]([CH2:12][S:13](Cl)(=[O:15])=[O:14])[CH:9]=[CH:10][CH:11]=1)([O-:5])=[O:4]. The catalyst is C1C=CC=CC=1. The product is [N+:3]([C:6]1[CH:7]=[C:8]([CH2:12][S:13]([NH:2][CH3:1])(=[O:15])=[O:14])[CH:9]=[CH:10][CH:11]=1)([O-:5])=[O:4]. The yield is 0.870. (7) The reactants are [BH4-].[Li+].CO.C([O:7][C:8](=O)[C:9]([CH3:38])([C:32]1[CH:37]=[CH:36][CH:35]=[CH:34][CH:33]=1)[CH2:10][CH2:11][CH2:12][CH2:13][O:14][CH2:15][CH2:16][CH2:17][CH2:18][C:19]([C:27](OCC)=[O:28])([C:21]1[CH:26]=[CH:25][CH:24]=[CH:23][CH:22]=1)[CH3:20])C.[NH4+].[Cl-]. The catalyst is C(Cl)Cl. The product is [OH:7][CH2:8][C:9]([CH3:38])([C:32]1[CH:37]=[CH:36][CH:35]=[CH:34][CH:33]=1)[CH2:10][CH2:11][CH2:12][CH2:13][O:14][CH2:15][CH2:16][CH2:17][CH2:18][C:19]([CH3:20])([C:21]1[CH:26]=[CH:25][CH:24]=[CH:23][CH:22]=1)[CH2:27][OH:28]. The yield is 0.950.